From a dataset of Catalyst prediction with 721,799 reactions and 888 catalyst types from USPTO. Predict which catalyst facilitates the given reaction. Reactant: [CH2:1]([O:4][C:5](=[O:24])[NH:6][C:7]1[CH:12]=[CH:11][CH:10]=[C:9]([C:13](=O)[CH2:14][C:15]2[CH:20]=[CH:19][N:18]=[C:17]([Cl:21])[N:16]=2)[C:8]=1[F:23])[CH:2]=[CH2:3].C1C(=O)N(Br)C(=O)C1.[CH3:33][C:34]([CH3:39])([CH3:38])[C:35](=[S:37])[NH2:36].O. Product: [CH2:1]([O:4][C:5](=[O:24])[NH:6][C:7]1[CH:12]=[CH:11][CH:10]=[C:9]([C:13]2[N:36]=[C:35]([C:34]([CH3:39])([CH3:38])[CH3:33])[S:37][C:14]=2[C:15]2[CH:20]=[CH:19][N:18]=[C:17]([Cl:21])[N:16]=2)[C:8]=1[F:23])[CH:2]=[CH2:3]. The catalyst class is: 44.